Predict the reactants needed to synthesize the given product. From a dataset of Full USPTO retrosynthesis dataset with 1.9M reactions from patents (1976-2016). (1) Given the product [CH2:48]([CH:43]([CH2:44][CH2:45][CH2:46][CH3:47])[CH2:42][N:22]([CH2:21][CH:20]([CH2:18][CH3:19])[CH2:50][CH2:51][CH2:52][CH3:53])[C:23]1[C:28]([O:29][CH2:30][CH3:31])=[CH:27][C:26](/[N:11]=[N:1]/[C:2]2[CH:9]=[CH:8][C:5]([C:6]#[N:7])=[CH:4][C:3]=2[Br:10])=[C:25]([NH:32][C:33](=[O:41])[CH:34]([CH2:39][CH3:40])[CH2:35][CH2:36][CH2:37][CH3:38])[CH:24]=1)[CH3:49], predict the reactants needed to synthesize it. The reactants are: [NH2:1][C:2]1[CH:9]=[CH:8][C:5]([C:6]#[N:7])=[CH:4][C:3]=1[Br:10].[N:11](OS(=O)(=O)O)=O.[CH2:18]([CH:20]([CH2:50][CH2:51][CH2:52][CH3:53])[CH2:21][N:22]([CH2:42][CH:43]([CH2:48][CH3:49])[CH2:44][CH2:45][CH2:46][CH3:47])[C:23]1[CH:24]=[C:25]([NH:32][C:33](=[O:41])[CH:34]([CH2:39][CH3:40])[CH2:35][CH2:36][CH2:37][CH3:38])[CH:26]=[CH:27][C:28]=1[O:29][CH2:30][CH3:31])[CH3:19].[OH-].[Na+]. (2) Given the product [F:3][C:4]1[CH:9]=[C:8]([N:10]2[CH:14]=[C:13]([CH2:15][NH:16][C:17]([NH:2][CH3:1])=[S:18])[N:12]=[N:11]2)[CH:7]=[C:6]([F:19])[C:5]=1[N:20]1[CH2:21][CH2:22][O:23][CH2:24][CH2:25]1, predict the reactants needed to synthesize it. The reactants are: [CH3:1][NH2:2].[F:3][C:4]1[CH:9]=[C:8]([N:10]2[CH:14]=[C:13]([CH2:15][N:16]=[C:17]=[S:18])[N:12]=[N:11]2)[CH:7]=[C:6]([F:19])[C:5]=1[N:20]1[CH2:25][CH2:24][O:23][CH2:22][CH2:21]1.Cl.